From a dataset of Peptide-MHC class II binding affinity with 134,281 pairs from IEDB. Regression. Given a peptide amino acid sequence and an MHC pseudo amino acid sequence, predict their binding affinity value. This is MHC class II binding data. (1) The binding affinity (normalized) is 0.413. The MHC is HLA-DQA10501-DQB10302 with pseudo-sequence HLA-DQA10501-DQB10302. The peptide sequence is GEEEVQLIAAVPGKN. (2) The peptide sequence is GELQIVDKIDSAFKI. The MHC is DRB1_0401 with pseudo-sequence DRB1_0401. The binding affinity (normalized) is 0.538. (3) The peptide sequence is EKKYRAATQFEPLAA. The MHC is DRB1_0101 with pseudo-sequence DRB1_0101. The binding affinity (normalized) is 0.746. (4) The peptide sequence is AAATAGTTVYGAFAA. The MHC is DRB4_0101 with pseudo-sequence DRB4_0103. The binding affinity (normalized) is 0.191.